Dataset: Forward reaction prediction with 1.9M reactions from USPTO patents (1976-2016). Task: Predict the product of the given reaction. Given the reactants [I:1][C:2]1[C:3](=[O:21])[C:4]2[C:12]([O:13][C:14]=1[C:15]1[CH:20]=[CH:19][CH:18]=[CH:17][CH:16]=1)=[C:11]1[C:7]([CH:8]=[N:9][NH:10]1)=[CH:6][CH:5]=2.C(=O)([O-])[O-].[K+].[K+].Br[CH2:29][C:30]#[N:31], predict the reaction product. The product is: [I:1][C:2]1[C:3](=[O:21])[C:4]2[C:12]([O:13][C:14]=1[C:15]1[CH:20]=[CH:19][CH:18]=[CH:17][CH:16]=1)=[C:11]1[C:7]([CH:8]=[N:9][N:10]1[CH2:29][C:30]#[N:31])=[CH:6][CH:5]=2.